From a dataset of Forward reaction prediction with 1.9M reactions from USPTO patents (1976-2016). Predict the product of the given reaction. (1) The product is: [F:28][C:29]1[CH:34]=[CH:33][C:32]([C:7]2[C:11]3[CH2:12][N:13]([C:16](=[O:25])[CH2:17][O:18][C:19]4[CH:20]=[CH:21][CH:22]=[CH:23][CH:24]=4)[CH2:14][CH2:15][C:10]=3[NH:9][N:8]=2)=[CH:31][CH:30]=1. Given the reactants FC(F)(F)S(O[C:7]1[C:11]2[CH2:12][N:13]([C:16](=[O:25])[CH2:17][O:18][C:19]3[CH:24]=[CH:23][CH:22]=[CH:21][CH:20]=3)[CH2:14][CH2:15][C:10]=2[NH:9][N:8]=1)(=O)=O.[F:28][C:29]1[CH:34]=[CH:33][C:32](B(O)O)=[CH:31][CH:30]=1.[O-]P([O-])([O-])=O.[K+].[K+].[K+].O, predict the reaction product. (2) The product is: [Br:21][SH:9]1[CH:10]=[C:11]([C:13]2[CH:14]=[C:15]([CH:18]=[CH:19][CH:20]=2)[C:16]#[N:17])[N:12]=[C:8]1[NH:7][C:2]1[CH:3]=[N:4][CH:5]=[CH:6][N:1]=1. Given the reactants [N:1]1[CH:6]=[CH:5][N:4]=[CH:3][C:2]=1[NH:7][C:8]1[S:9][CH:10]=[C:11]([C:13]2[CH:14]=[C:15]([CH:18]=[CH:19][CH:20]=2)[C:16]#[N:17])[N:12]=1.[Br:21]Br.O.C(=O)([O-])[O-].[K+].[K+], predict the reaction product.